Predict which catalyst facilitates the given reaction. From a dataset of Catalyst prediction with 721,799 reactions and 888 catalyst types from USPTO. (1) Product: [CH:1]([C:4]1[C:8](/[CH:9]=[CH:29]/[C:30]([O:32][CH2:33][CH3:34])=[O:31])=[CH:7][N:6]([C:11]2[CH:16]=[CH:15][C:14]([C:17]([F:20])([F:19])[F:18])=[CH:13][N:12]=2)[N:5]=1)([CH3:3])[CH3:2]. The catalyst class is: 6. Reactant: [CH:1]([C:4]1[C:8]([CH:9]=O)=[CH:7][N:6]([C:11]2[CH:16]=[CH:15][C:14]([C:17]([F:20])([F:19])[F:18])=[CH:13][N:12]=2)[N:5]=1)([CH3:3])[CH3:2].C(OP([CH2:29][C:30]([O:32][CH2:33][CH3:34])=[O:31])(OCC)=O)C.CN(C)C=O.[H-].[Na+]. (2) Reactant: [S:1]1[CH:5]=[CH:4][C:3]([C:6]2[CH:7]=[C:8]([N:12]3[C:16]4[CH:17]=[C:18]([C:20](OCC)=[O:21])[NH:19][C:15]=4[N:14]=[CH:13]3)[CH:9]=[CH:10][CH:11]=2)=[CH:2]1.[H-].[Al+3].[Li+].[H-].[H-].[H-]. Product: [S:1]1[CH:5]=[CH:4][C:3]([C:6]2[CH:7]=[C:8]([N:12]3[C:16]4[CH:17]=[C:18]([CH2:20][OH:21])[NH:19][C:15]=4[N:14]=[CH:13]3)[CH:9]=[CH:10][CH:11]=2)=[CH:2]1. The catalyst class is: 1. (3) Product: [CH3:4][C:2]([O:5][C:6]([N:8]1[CH2:9][CH2:10][C:11]([C:23]#[N:24])([CH:14]([C:15]2[CH:16]=[CH:17][C:18]([F:21])=[CH:19][CH:20]=2)[OH:22])[CH2:12][CH2:13]1)=[O:7])([CH3:1])[CH3:3]. The catalyst class is: 138. Reactant: [CH3:1][C:2]([O:5][C:6]([N:8]1[CH2:13][CH2:12][C:11]([C:23]#[N:24])([C:14](=[O:22])[C:15]2[CH:20]=[CH:19][C:18]([F:21])=[CH:17][CH:16]=2)[CH2:10][CH2:9]1)=[O:7])([CH3:4])[CH3:3].[BH4-].[Na+]. (4) The catalyst class is: 3. Product: [Cl:16][C:8]1[C:7]2[C:3]([CH2:2][CH3:1])=[C:4]([CH3:13])[S:5][C:6]=2[N:12]=[CH:11][N:10]=1. Reactant: [CH3:1][CH2:2][C:3]1[C:7]2[C:8]([NH:10][CH:11]=[N:12][C:6]=2[S:5][C:4]=1[CH3:13])=O.S(Cl)([Cl:16])=O. (5) Reactant: Cl.[O:2]=[S:3]1(=[O:9])[CH2:7][CH2:6][C@@H:5]([NH2:8])[CH2:4]1.CCN(C(C)C)C(C)C.FC(F)(F)S(O[C:25]1[C:30]([N+:31]([O-:33])=[O:32])=[CH:29][C:28]([Cl:34])=[CH:27][C:26]=1[F:35])(=O)=O. Product: [Cl:34][C:28]1[CH:29]=[C:30]([N+:31]([O-:33])=[O:32])[C:25]([NH:8][C@@H:5]2[CH2:6][CH2:7][S:3](=[O:9])(=[O:2])[CH2:4]2)=[C:26]([F:35])[CH:27]=1. The catalyst class is: 20. (6) Reactant: C([O:3][C:4](=[O:17])[C:5]([C:8]1[CH:13]=[CH:12][C:11]([C:14](=[O:16])[CH3:15])=[CH:10][CH:9]=1)([F:7])[F:6])C.Cl. Product: [C:14]([C:11]1[CH:10]=[CH:9][C:8]([C:5]([F:6])([F:7])[C:4]([OH:17])=[O:3])=[CH:13][CH:12]=1)(=[O:16])[CH3:15]. The catalyst class is: 74.